From a dataset of Catalyst prediction with 721,799 reactions and 888 catalyst types from USPTO. Predict which catalyst facilitates the given reaction. (1) Reactant: [Br:1][C:2]1[CH:9]=[CH:8][C:5]([CH:6]=O)=[CH:4][C:3]=1[CH3:10].Cl.[NH2:12][OH:13].CCN(CC)CC. Product: [Br:1][C:2]1[CH:9]=[CH:8][C:5]([CH:6]=[N:12][OH:13])=[CH:4][C:3]=1[CH3:10]. The catalyst class is: 8. (2) Reactant: [OH:1][C@@H](C1N([C@@H]2CO[C@@H](CC#N)CC2)C2=C3SC=CC3=NC=C2N=1)C.[OH:25][C@@H:26]([C:28]1[N:39]([C@@H:40]2[CH2:45][O:44][C@H:43]([CH2:46][C:47]#[N:48])[CH2:42][CH2:41]2)[C:31]2=[C:32]3[S:38][CH:37]=[CH:36][C:33]3=[N:34][CH:35]=[C:30]2[N:29]=1)[CH3:27].CC(C)([O-])C.[K+].C1COCC1.Cl. Product: [OH2:1].[OH:25][C@@H:26]([C:28]1[N:39]([C@@H:40]2[CH2:45][O:44][C@@H:43]([CH2:46][C:47]#[N:48])[CH2:42][CH2:41]2)[C:31]2=[C:32]3[S:38][CH:37]=[CH:36][C:33]3=[N:34][CH:35]=[C:30]2[N:29]=1)[CH3:27]. The catalyst class is: 41. (3) Reactant: [CH3:1][CH:2]([C:4]1[N:8]=[C:7]([N:9]2[CH2:14][CH2:13][CH:12]([CH:15]([O:17][C:18]3[CH:23]=[N:22][C:21]([C:24]4[CH:29]=[CH:28][C:27]([S:30]([CH3:33])(=[O:32])=[O:31])=[CH:26][CH:25]=4)=[CH:20][N:19]=3)[CH3:16])[CH2:11][CH2:10]2)[O:6][N:5]=1)[CH3:3].C(=O)=O. Product: [CH3:3][CH:2]([C:4]1[N:8]=[C:7]([N:9]2[CH2:10][CH2:11][CH:12]([C@H:15]([O:17][C:18]3[CH:23]=[N:22][C:21]([C:24]4[CH:25]=[CH:26][C:27]([S:30]([CH3:33])(=[O:32])=[O:31])=[CH:28][CH:29]=4)=[CH:20][N:19]=3)[CH3:16])[CH2:13][CH2:14]2)[O:6][N:5]=1)[CH3:1]. The catalyst class is: 5.